Predict the product of the given reaction. From a dataset of Forward reaction prediction with 1.9M reactions from USPTO patents (1976-2016). (1) Given the reactants C([NH:18][C@H:19]([C:29]([NH:31][C:32]1[CH:50]=[CH:49][C:35]([O:36][C:37]2[CH:38]=[C:39]3[C:43](=[CH:44][CH:45]=2)[NH:42][C:41]([NH2:46])=[C:40]3[C:47]#[N:48])=[CH:34][CH:33]=1)=[O:30])[CH2:20][O:21][C:22]([O:24][C:25]([CH3:28])([CH3:27])[CH3:26])=[O:23])(OCC1C2C(=CC=CC=2)C2C1=CC=CC=2)=O.N1CCCCC1, predict the reaction product. The product is: [C:25]([O:24][C:22]([O:21][CH2:20][C@@H:19]([C:29]([NH:31][C:32]1[CH:50]=[CH:49][C:35]([O:36][C:37]2[CH:38]=[C:39]3[C:43](=[CH:44][CH:45]=2)[NH:42][C:41]([NH2:46])=[C:40]3[C:47]#[N:48])=[CH:34][CH:33]=1)=[O:30])[NH2:18])=[O:23])([CH3:28])([CH3:26])[CH3:27]. (2) Given the reactants [OH:1][C:2]1[CH:7]=[CH:6][C:5]([CH2:8][C:9]([OH:11])=[O:10])=[CH:4][C:3]=1[O:12][C:13]1[CH:18]=[CH:17][C:16]([C:19]([F:22])([F:21])[F:20])=[CH:15][C:14]=1[CH2:23][N:24]1[C@@H:28]([CH3:29])[C@@H:27]([C:30]2[CH:35]=[CH:34][CH:33]=[CH:32][CH:31]=2)[O:26][C:25]1=[O:36].C(=O)([O-])[O-].[Cs+].[Cs+].[CH2:43](Br)[C:44]1[CH:49]=[CH:48][CH:47]=[CH:46][CH:45]=1, predict the reaction product. The product is: [CH2:43]([O:10][C:9](=[O:11])[CH2:8][C:5]1[CH:6]=[CH:7][C:2]([O:1][CH2:8][C:5]2[CH:6]=[CH:7][CH:2]=[CH:3][CH:4]=2)=[C:3]([O:12][C:13]2[CH:18]=[CH:17][C:16]([C:19]([F:20])([F:21])[F:22])=[CH:15][C:14]=2[CH2:23][N:24]2[C@@H:28]([CH3:29])[C@@H:27]([C:30]3[CH:35]=[CH:34][CH:33]=[CH:32][CH:31]=3)[O:26][C:25]2=[O:36])[CH:4]=1)[C:44]1[CH:49]=[CH:48][CH:47]=[CH:46][CH:45]=1.